This data is from Catalyst prediction with 721,799 reactions and 888 catalyst types from USPTO. The task is: Predict which catalyst facilitates the given reaction. (1) Reactant: [Br:1][C:2]1[N:6]=[CH:5][NH:4][N:3]=1.C[O-].[Na+].[O-]S(C(F)(F)F)(=O)=O.F[N+:19]1[CH:24]=[CH:23][CH:22]=[CH:21][CH:20]=1. The catalyst class is: 5. Product: [Br:1][C:2]1[N:6]=[CH:5][N:4]([C:20]2[CH:21]=[CH:22][CH:23]=[CH:24][N:19]=2)[N:3]=1. (2) Reactant: [NH2:1][C:2]1[CH:7]=[C:6]([O:8][C:9]2[CH:10]=[CH:11][C:12]([NH:15][C:16]([C:18]3[C:19](=[O:31])[N:20]([C:25]4[CH:30]=[CH:29][CH:28]=[CH:27][CH:26]=4)[N:21]([CH3:24])[C:22]=3[CH3:23])=[O:17])=[N:13][CH:14]=2)[CH:5]=[CH:4][N:3]=1.N1C=CC=CC=1.[C:38]1([O:44][C:45](Cl)=[O:46])[CH:43]=[CH:42][CH:41]=[CH:40][CH:39]=1. Product: [C:38]1([O:44][C:45](=[O:46])[NH:1][C:2]2[CH:7]=[C:6]([O:8][C:9]3[CH:14]=[N:13][C:12]([NH:15][C:16]([C:18]4[C:19](=[O:31])[N:20]([C:25]5[CH:26]=[CH:27][CH:28]=[CH:29][CH:30]=5)[N:21]([CH3:24])[C:22]=4[CH3:23])=[O:17])=[CH:11][CH:10]=3)[CH:5]=[CH:4][N:3]=2)[CH:43]=[CH:42][CH:41]=[CH:40][CH:39]=1. The catalyst class is: 2. (3) Reactant: C(O)(C(F)(F)F)=O.[NH:8]1[C:12]2[CH:13]=[CH:14][CH:15]=[CH:16][C:11]=2[N:10]=[C:9]1[C:17]1[C:25]2[C:20](=[CH:21][CH:22]=[C:23]([C:26]3[CH:31]=[CH:30][CH:29]=[C:28]([C:32]([F:35])([F:34])[F:33])[CH:27]=3)[CH:24]=2)[N:19](C2CCCCO2)[N:18]=1. Product: [NH:10]1[C:11]2[CH:16]=[CH:15][CH:14]=[CH:13][C:12]=2[N:8]=[C:9]1[C:17]1[C:25]2[C:20](=[CH:21][CH:22]=[C:23]([C:26]3[CH:31]=[CH:30][CH:29]=[C:28]([C:32]([F:35])([F:33])[F:34])[CH:27]=3)[CH:24]=2)[NH:19][N:18]=1. The catalyst class is: 2. (4) Product: [Br:1][CH2:2][CH2:3][CH2:4][C:5]([CH3:9])([CH3:8])[CH2:6][O:7][CH:22]1[CH2:23][CH2:24][CH2:25][CH2:26][O:21]1. The catalyst class is: 4. Reactant: [Br:1][CH2:2][CH2:3][CH2:4][C:5]([CH3:9])([CH3:8])[CH2:6][OH:7].C1(C)C=CC(S(O)(=O)=O)=CC=1.[O:21]1[CH:26]=[CH:25][CH2:24][CH2:23][CH2:22]1. (5) Reactant: [H-].[Na+].[OH:3][C:4]1[CH:5]=[C:6]([CH:9]=[C:10]([CH3:12])[CH:11]=1)[C:7]#[N:8].[Cl:13][C:14]1[N:19]=[C:18](Cl)[C:17]([CH:21]([CH3:23])[CH3:22])=[C:16]([Cl:24])[N:15]=1.C(OCC)(=O)C. Product: [Cl:13][C:14]1[N:19]=[C:18]([O:3][C:4]2[CH:5]=[C:6]([CH:9]=[C:10]([CH3:12])[CH:11]=2)[C:7]#[N:8])[C:17]([CH:21]([CH3:22])[CH3:23])=[C:16]([Cl:24])[N:15]=1. The catalyst class is: 3. (6) Reactant: [Cl:1][C:2]1[C:3]([C:23]2[N:27]3[CH:28]=[CH:29][CH:30]=[CH:31][C:26]3=[N:25][CH:24]=2)=[N:4][C:5]([NH:8][C:9]2[CH:14]=[CH:13][C:12]([N:15]3[CH2:20][CH2:19][NH:18][CH2:17][CH2:16]3)=[CH:11][C:10]=2[O:21][CH3:22])=[N:6][CH:7]=1.C(=O)([O-])[O-].[Cs+].[Cs+].Cl[CH2:39][C:40]([N:42]([CH3:44])[CH3:43])=[O:41]. Product: [Cl:1][C:2]1[C:3]([C:23]2[N:27]3[CH:28]=[CH:29][CH:30]=[CH:31][C:26]3=[N:25][CH:24]=2)=[N:4][C:5]([NH:8][C:9]2[CH:14]=[CH:13][C:12]([N:15]3[CH2:16][CH2:17][N:18]([CH2:39][C:40]([N:42]([CH3:44])[CH3:43])=[O:41])[CH2:19][CH2:20]3)=[CH:11][C:10]=2[O:21][CH3:22])=[N:6][CH:7]=1. The catalyst class is: 3.